This data is from Peptide-MHC class II binding affinity with 134,281 pairs from IEDB. The task is: Regression. Given a peptide amino acid sequence and an MHC pseudo amino acid sequence, predict their binding affinity value. This is MHC class II binding data. The peptide sequence is DKWLDAKSTWYGKPT. The MHC is HLA-DQA10201-DQB10202 with pseudo-sequence HLA-DQA10201-DQB10202. The binding affinity (normalized) is 0.0285.